This data is from Catalyst prediction with 721,799 reactions and 888 catalyst types from USPTO. The task is: Predict which catalyst facilitates the given reaction. (1) Reactant: [CH2:1]([C:4]1[S:29][C:7]2[N:8]=[C:9]([O:25][CH2:26][CH2:27][NH2:28])[N:10]=[C:11]([N:12]3[CH2:17][CH2:16][N:15]4[C:18]([C:21]([F:24])([F:23])[F:22])=[N:19][N:20]=[C:14]4[CH2:13]3)[C:6]=2[CH:5]=1)[CH2:2][CH3:3].C(N(CC)CC)C.[CH3:37][O:38][C:39](Cl)=[O:40]. Product: [CH3:37][O:38][C:39](=[O:40])[NH:28][CH2:27][CH2:26][O:25][C:9]1[N:10]=[C:11]([N:12]2[CH2:17][CH2:16][N:15]3[C:18]([C:21]([F:22])([F:24])[F:23])=[N:19][N:20]=[C:14]3[CH2:13]2)[C:6]2[CH:5]=[C:4]([CH2:1][CH2:2][CH3:3])[S:29][C:7]=2[N:8]=1. The catalyst class is: 4. (2) Product: [Br:1][C:2]1[CH:3]=[CH:4][C:5]2[O:9][C:8]([C:25]3[C:20]([N+:17]([O-:19])=[O:18])=[N:21][CH:22]=[CH:23][CH:24]=3)([C:10]([O:12][CH2:13][CH3:14])=[O:11])[C:7](=[O:15])[C:6]=2[CH:16]=1. Reactant: [Br:1][C:2]1[CH:3]=[CH:4][C:5]2[O:9][CH:8]([C:10]([O:12][CH2:13][CH3:14])=[O:11])[C:7](=[O:15])[C:6]=2[CH:16]=1.[N+:17]([C:20]1[C:25](F)=[CH:24][CH:23]=[CH:22][N:21]=1)([O-:19])=[O:18].C(=O)([O-])[O-].[K+].[K+]. The catalyst class is: 16. (3) Reactant: [C:1]([O:5][C:6]([N:8]1[C:12]([CH3:14])([CH3:13])[CH2:11][CH2:10][C@H:9]1[C@H:15]([C:19]1[CH:24]=[CH:23][C:22]([C:25]([F:28])([F:27])[F:26])=[CH:21][C:20]=1[F:29])C(O)=O)=[O:7])([CH3:4])([CH3:3])[CH3:2].C1C=CC=CC=1.C1(P(N=[N+]=[N-])(C2C=CC=CC=2)=O)C=CC=CC=1.[O:53]1[CH2:58][CH2:57][CH:56]([NH:59][C:60]2[N:61]=[CH:62][C:63]3[CH2:69][CH2:68][NH:67][CH2:66][C:64]=3[N:65]=2)[CH2:55][CH2:54]1.C[N:71]([CH:73]=[O:74])C. Product: [F:29][C:20]1[CH:21]=[C:22]([C:25]([F:26])([F:27])[F:28])[CH:23]=[CH:24][C:19]=1[C@H:15]([NH:71][C:73]([N:67]1[CH2:68][CH2:69][C:63]2[CH:62]=[N:61][C:60]([NH:59][CH:56]3[CH2:55][CH2:54][O:53][CH2:58][CH2:57]3)=[N:65][C:64]=2[CH2:66]1)=[O:74])[C@H:9]1[N:8]([C:6]([O:5][C:1]([CH3:4])([CH3:3])[CH3:2])=[O:7])[C:12]([CH3:14])([CH3:13])[CH2:11][CH2:10]1. The catalyst class is: 6. (4) Reactant: [F:1][C:2]([F:17])([F:16])[CH2:3][C:4](I)([S:6]([C:9]1[CH:14]=[CH:13][CH:12]=[CH:11][CH:10]=1)(=[O:8])=[O:7])[CH3:5].C(N(CC)CC)C.C(=O)([O-])[O-].[K+].[K+]. Product: [F:17][C:2]([F:1])([F:16])/[CH:3]=[C:4](/[S:6]([C:9]1[CH:14]=[CH:13][CH:12]=[CH:11][CH:10]=1)(=[O:7])=[O:8])\[CH3:5]. The catalyst class is: 253. (5) Reactant: [CH3:1][O:2][CH2:3][CH2:4][O:5][CH2:6][O:7][C:8]1[CH:13]=[CH:12][C:11]([N+:14]([O-])=O)=[CH:10][CH:9]=1. Product: [CH3:1][O:2][CH2:3][CH2:4][O:5][CH2:6][O:7][C:8]1[CH:9]=[CH:10][C:11]([NH2:14])=[CH:12][CH:13]=1. The catalyst class is: 19. (6) Reactant: [CH2:1]([O:3][C:4](=[O:25])[CH:5]([N:7]1[C:12]2[CH:13]=[C:14]([O:18][C:19]3([CH3:23])[CH2:22][NH:21][CH2:20]3)[C:15]([F:17])=[CH:16][C:11]=2[O:10][CH2:9][C:8]1=[O:24])[CH3:6])[CH3:2].[OH-].[Na+].[CH3:28][C:29]([O:32][C:33](O[C:33]([O:32][C:29]([CH3:31])([CH3:30])[CH3:28])=[O:34])=[O:34])([CH3:31])[CH3:30]. Product: [C:29]([O:32][C:33]([N:21]1[CH2:20][C:19]([O:18][C:14]2[C:15]([F:17])=[CH:16][C:11]3[O:10][CH2:9][C:8](=[O:24])[N:7]([CH:5]([C:4]([O:3][CH2:1][CH3:2])=[O:25])[CH3:6])[C:12]=3[CH:13]=2)([CH3:23])[CH2:22]1)=[O:34])([CH3:31])([CH3:30])[CH3:28]. The catalyst class is: 1. (7) Reactant: [Cl:1][C:2]1[CH:10]=[C:9]2[C:5]([C:6]([N:20]([CH2:28][C:29](O)=[O:30])[C:21]3[CH:26]=[CH:25][CH:24]=[C:23]([Cl:27])[CH:22]=3)([CH2:12][C:13]3[CH:18]=[CH:17][CH:16]=[C:15]([Cl:19])[CH:14]=3)[C:7](=[O:11])[NH:8]2)=[CH:4][CH:3]=1.[CH:32]1([NH2:38])[CH2:37][CH2:36][CH2:35][CH2:34][CH2:33]1.CCN=C=NCCCN(C)C.Cl.C1C=CC2N(O)N=NC=2C=1.CCN(C(C)C)C(C)C. Product: [Cl:1][C:2]1[CH:10]=[C:9]2[C:5]([C:6]([N:20]([C:21]3[CH:26]=[CH:25][CH:24]=[C:23]([Cl:27])[CH:22]=3)[CH2:28][C:29]([NH:38][CH:32]3[CH2:37][CH2:36][CH2:35][CH2:34][CH2:33]3)=[O:30])([CH2:12][C:13]3[CH:18]=[CH:17][CH:16]=[C:15]([Cl:19])[CH:14]=3)[C:7](=[O:11])[NH:8]2)=[CH:4][CH:3]=1. The catalyst class is: 10. (8) Reactant: [CH3:1][C:2]1[CH:7]=[C:6]([CH3:8])[N:5]=[C:4]([N:9]2[CH2:13][CH:12]3[CH2:14][N:15]([C:17]([C:19]4[C:20]([C:25]5[N:29](C6CCCCO6)[N:28]=[CH:27][CH:26]=5)=[N:21][CH:22]=[CH:23][CH:24]=4)=[O:18])[CH2:16][CH:11]3[CH2:10]2)[N:3]=1.Cl.[OH-].[Na+]. Product: [NH:29]1[C:25]([C:20]2[C:19]([C:17]([N:15]3[CH2:16][CH:11]4[CH:12]([CH2:13][N:9]([C:4]5[N:3]=[C:2]([CH3:1])[CH:7]=[C:6]([CH3:8])[N:5]=5)[CH2:10]4)[CH2:14]3)=[O:18])=[CH:24][CH:23]=[CH:22][N:21]=2)=[CH:26][CH:27]=[N:28]1. The catalyst class is: 20. (9) Reactant: [CH:1]1([N:4]([C:12]2[C:17]([CH3:18])=[C:16]([O:19][C:20]3[CH:25]=[CH:24][C:23]([S:26]([CH3:29])(=[O:28])=[O:27])=[CH:22][C:21]=3[F:30])[N:15]=[CH:14][N:13]=2)[CH2:5][CH:6]2[CH2:11][CH2:10][NH:9][CH2:8][CH2:7]2)[CH2:3][CH2:2]1.C(N(CC)CC)C.Cl[C:39]([O:41][CH:42]([CH3:44])[CH3:43])=[O:40]. Product: [CH:42]([O:41][C:39]([N:9]1[CH2:10][CH2:11][CH:6]([CH2:5][N:4]([CH:1]2[CH2:3][CH2:2]2)[C:12]2[C:17]([CH3:18])=[C:16]([O:19][C:20]3[CH:25]=[CH:24][C:23]([S:26]([CH3:29])(=[O:27])=[O:28])=[CH:22][C:21]=3[F:30])[N:15]=[CH:14][N:13]=2)[CH2:7][CH2:8]1)=[O:40])([CH3:44])[CH3:43]. The catalyst class is: 1.